This data is from hERG Central: cardiac toxicity at 1µM, 10µM, and general inhibition. The task is: Predict hERG channel inhibition at various concentrations. (1) The drug is Cc1ccc(/C=C(\NC(=O)c2ccc(C)cc2)C(=O)NCCCn2ccnc2)cc1. Results: hERG_inhib (hERG inhibition (general)): blocker. (2) The compound is CC1CCc2c(sc3ncnc(NCCN4CCOCC4)c23)C1. Results: hERG_inhib (hERG inhibition (general)): blocker. (3) The compound is CCN(Cc1ccc(O)cc1)CC1CCCN(CCc2cccc(F)c2)C1. Results: hERG_inhib (hERG inhibition (general)): blocker. (4) The drug is COc1ccc(S(=O)(=O)N2CCN(C3CCN(Cc4ccccc4)CC3)CC2)cc1. Results: hERG_inhib (hERG inhibition (general)): blocker. (5) The molecule is Br.CCCn1c(=N)n(CC(=O)c2ccc(OCC(=O)OC)cc2)c2ccccc21. Results: hERG_inhib (hERG inhibition (general)): blocker.